This data is from Reaction yield outcomes from USPTO patents with 853,638 reactions. The task is: Predict the reaction yield, written as a fraction of the theoretical maximum amount of product (1.0 means a 100% yield; for example, 0.34 means a 34% yield). (1) The reactants are [F:1][C:2]1([F:25])[C:6]2[N:7]=[CH:8][N:9]=[C:10]([N:11]3[CH2:16][CH2:15][N:14](C(OC(C)(C)C)=O)[CH2:13][CH2:12]3)[C:5]=2[C@H:4]([CH3:24])[CH2:3]1.[ClH:26].O1CCOCC1. The catalyst is O1CCOCC1. The product is [ClH:26].[ClH:26].[F:25][C:2]1([F:1])[C:6]2[N:7]=[CH:8][N:9]=[C:10]([N:11]3[CH2:16][CH2:15][NH:14][CH2:13][CH2:12]3)[C:5]=2[C@H:4]([CH3:24])[CH2:3]1. The yield is 0.930. (2) The reactants are [CH3:1][O:2][C:3]1[C:4]([CH3:31])=[C:5]([C:22]([O:29][CH3:30])=[C:23]([O:27][CH3:28])[C:24]=1[O:25][CH3:26])[CH2:6][C:7]1[CH:8]=[CH:9][C:10]([OH:21])=[C:11]([CH:20]=1)[C:12]([N:14]1[CH2:19][CH2:18][CH2:17][CH2:16][CH2:15]1)=[O:13].[N:32]1[CH:37]=[CH:36][CH:35]=[C:34](B(O)O)[CH:33]=1.C(N(CC)CC)C.N1C=CC=CC=1. The catalyst is C(Cl)Cl.C([O-])(=O)C.[Cu+2].C([O-])(=O)C. The product is [CH3:1][O:2][C:3]1[C:4]([CH3:31])=[C:5]([C:22]([O:29][CH3:30])=[C:23]([O:27][CH3:28])[C:24]=1[O:25][CH3:26])[CH2:6][C:7]1[CH:8]=[CH:9][C:10]([O:21][C:34]2[CH:33]=[N:32][CH:37]=[CH:36][CH:35]=2)=[C:11]([CH:20]=1)[C:12]([N:14]1[CH2:15][CH2:16][CH2:17][CH2:18][CH2:19]1)=[O:13]. The yield is 0.360. (3) The reactants are C[Si]([N-][Si](C)(C)C)(C)C.[Na+].[Cl:11][C:12]1[CH:13]=[C:14]([F:19])[C:15](F)=[N:16][CH:17]=1.[C:20](#[N:24])[CH:21]([CH3:23])[CH3:22].[Cl-].[NH4+]. The catalyst is C1(C)C=CC=CC=1. The product is [Cl:11][C:12]1[CH:13]=[C:14]([F:19])[C:15]([C:21]([CH3:23])([CH3:22])[C:20]#[N:24])=[N:16][CH:17]=1. The yield is 0.950. (4) The reactants are [CH3:1][N:2]1[C:10]2[CH:9]3[CH2:11][CH:6]([CH2:7][CH2:8]3)[C:5]=2[C:4]([CH2:12][OH:13])=[N:3]1.CCOC(C)=O. The catalyst is ClC(Cl)C. The product is [CH3:1][N:2]1[C:10]2[CH:9]3[CH2:11][CH:6]([CH2:7][CH2:8]3)[C:5]=2[C:4]([CH:12]=[O:13])=[N:3]1. The yield is 1.00.